Predict the reaction yield, written as a fraction of the theoretical maximum amount of product (1.0 means a 100% yield; for example, 0.34 means a 34% yield). From a dataset of Reaction yield outcomes from USPTO patents with 853,638 reactions. The reactants are [NH:1]1[C:5]2=[N+:6]([O-])[CH:7]=[CH:8][CH:9]=[C:4]2[CH:3]=[CH:2]1.CN(C)C=O.CS([Cl:20])(=O)=O.[OH-].[Na+]. The catalyst is O. The product is [Cl:20][C:9]1[CH:8]=[CH:7][N:6]=[C:5]2[NH:1][CH:2]=[CH:3][C:4]=12. The yield is 0.822.